Dataset: Forward reaction prediction with 1.9M reactions from USPTO patents (1976-2016). Task: Predict the product of the given reaction. (1) Given the reactants Br[C:2]1[CH:7]=[CH:6][C:5]([Si:8]([CH3:11])([CH3:10])[CH3:9])=[CH:4][CH:3]=1.II.[Mg].[O:15]=[C:16]1[CH2:19][N:18]([C:20]([O:22][C:23]([CH3:26])([CH3:25])[CH3:24])=[O:21])[CH2:17]1, predict the reaction product. The product is: [OH:15][C:16]1([C:2]2[CH:7]=[CH:6][C:5]([Si:8]([CH3:11])([CH3:10])[CH3:9])=[CH:4][CH:3]=2)[CH2:17][N:18]([C:20]([O:22][C:23]([CH3:26])([CH3:25])[CH3:24])=[O:21])[CH2:19]1. (2) Given the reactants C1(C(O)COC2C=CC=C(C(OCC3C=CC(OC)=CC=3)(C(F)(F)F)C(F)(F)F)C=2)C=CC=CC=1.COC(=O)CC1C=CC=C(O)C=1.[CH3:48][O:49][C:50](=[O:93])[CH2:51][C:52]1[CH:57]=[CH:56][CH:55]=[C:54]([O:58][CH:59]([C:87]2[CH:92]=[CH:91][CH:90]=[CH:89][CH:88]=2)[CH2:60][O:61][C:62]2[CH:67]=[CH:66][CH:65]=[C:64]([C:68]([O:77]CC3C=CC(OC)=CC=3)([C:73]([F:76])([F:75])[F:74])[C:69]([F:72])([F:71])[F:70])[CH:63]=2)[CH:53]=1, predict the reaction product. The product is: [CH3:48][O:49][C:50](=[O:93])[CH2:51][C:52]1[CH:57]=[CH:56][CH:55]=[C:54]([O:58][CH:59]([C:87]2[CH:92]=[CH:91][CH:90]=[CH:89][CH:88]=2)[CH2:60][O:61][C:62]2[CH:67]=[CH:66][CH:65]=[C:64]([C:68]([OH:77])([C:69]([F:70])([F:71])[F:72])[C:73]([F:75])([F:76])[F:74])[CH:63]=2)[CH:53]=1. (3) Given the reactants [CH:1]#[C:2][CH:3]([OH:9])[CH2:4][CH2:5][CH2:6][CH2:7][CH3:8].[CH2:10]1[CH2:15][O:14][CH:13]=[CH:12][CH2:11]1.CC1C=CC(S([O-])(=O)=O)=CC=1.C1C=C[NH+]=CC=1, predict the reaction product. The product is: [CH:1]#[C:2][CH:3]([O:9][CH:13]1[CH2:12][CH2:11][CH2:10][CH2:15][O:14]1)[CH2:4][CH2:5][CH2:6][CH2:7][CH3:8]. (4) The product is: [F:16][C:14]1[CH:15]=[C:3]([C:1]#[C:2][C:18]2[CH:19]=[C:20]([CH:23]=[CH:24][CH:25]=2)[C:21]#[N:22])[CH:4]=[C:5]([O:6][C:7]2[CH:8]=[N:9][CH:10]=[CH:11][CH:12]=2)[CH:13]=1. Given the reactants [C:1]([C:3]1[CH:4]=[C:5]([CH:13]=[C:14]([F:16])[CH:15]=1)[O:6][C:7]1[CH:8]=[N:9][CH:10]=[CH:11][CH:12]=1)#[CH:2].I[C:18]1[CH:19]=[C:20]([CH:23]=[CH:24][CH:25]=1)[C:21]#[N:22].C(N(CC)CC)C, predict the reaction product. (5) Given the reactants N[C@@H:2]([CH3:5])[CH2:3][OH:4].[NH2:6][CH:7]1[CH2:12][CH2:11][O:10][CH2:9][CH2:8]1.Cl.FC1C=[C:17]([C@@H:23]([C:25]2C=N[N:28]([CH3:30])[CH:29]=2)N)[CH:18]=[CH:19]C=1OC.Cl.[Cl:32][C:33]1[CH:38]=[CH:37][C:36]([C@@H:39]([C:41]2[CH:42]=[N:43][N:44]([CH3:46])[CH:45]=2)[NH2:40])=[CH:35][C:34]=1[F:47], predict the reaction product. The product is: [Cl:32][C:33]1[CH:38]=[CH:37][C:36]([C@H:39]([NH:40][C:3]([C:2]2[CH:5]=[C:23]3[C:17](=[CH:18][CH:19]=2)[CH:30]=[N:28][C:29]([NH:6][CH:7]2[CH2:12][CH2:11][O:10][CH2:9][CH2:8]2)=[CH:25]3)=[O:4])[C:41]2[CH:42]=[N:43][N:44]([CH3:46])[CH:45]=2)=[CH:35][C:34]=1[F:47]. (6) Given the reactants [Cl:1][C:2]1[C:3]([NH:23][C:24]2[CH:28]=[C:27]([CH3:29])[NH:26][N:25]=2)=[N:4][C:5]([NH:8][C:9]2[CH:14]=[C:13]([CH3:15])[C:12]([CH:16]3[CH2:21][CH2:20][NH:19][CH2:18][CH2:17]3)=[CH:11][C:10]=2[F:22])=[N:6][CH:7]=1.C(N(CC)CC)C.[CH:37]([S:39]([CH3:42])(=[O:41])=[O:40])=[CH2:38], predict the reaction product. The product is: [Cl:1][C:2]1[C:3]([NH:23][C:24]2[CH:28]=[C:27]([CH3:29])[NH:26][N:25]=2)=[N:4][C:5]([NH:8][C:9]2[CH:14]=[C:13]([CH3:15])[C:12]([CH:16]3[CH2:17][CH2:18][N:19]([CH2:38][CH2:37][S:39]([CH3:42])(=[O:41])=[O:40])[CH2:20][CH2:21]3)=[CH:11][C:10]=2[F:22])=[N:6][CH:7]=1. (7) Given the reactants FC(F)(F)C(O)=O.[CH3:8][O:9][C:10](=[O:35])[C@@H:11]([NH:14][C:15]([C:17]1[S:18][C:19]([C:24](=[O:34])[NH:25][CH2:26][C:27]2[CH:32]=[CH:31][CH:30]=[C:29]([OH:33])[CH:28]=2)=[CH:20][C:21]=1[CH2:22][CH3:23])=[O:16])[CH2:12][NH2:13].C(N(CC)CC)C.CN(C(ON1N=NC2C=CC=CC1=2)=[N+](C)C)C.F[P-](F)(F)(F)(F)F.C1C=CC2N(O)N=NC=2C=1.[S:77]1[CH:81]=[CH:80][CH:79]=[C:78]1[C:82](O)=[O:83], predict the reaction product. The product is: [CH3:8][O:9][C:10](=[O:35])[C@@H:11]([NH:14][C:15]([C:17]1[S:18][C:19]([C:24](=[O:34])[NH:25][CH2:26][C:27]2[CH:32]=[CH:31][CH:30]=[C:29]([OH:33])[CH:28]=2)=[CH:20][C:21]=1[CH2:22][CH3:23])=[O:16])[CH2:12][NH:13][C:82]([C:78]1[S:77][CH:81]=[CH:80][CH:79]=1)=[O:83]. (8) Given the reactants [CH3:1][C:2]1[CH:3]=[C:4]([CH:8]=[CH:9][CH:10]=1)[C:5](Cl)=[O:6].[NH2:11][C:12]1[NH:13][C:14]2[C:15]([N:36]=1)=[CH:16][C:17]1[C:18]([CH3:35])([CH3:34])[C:19](=[O:33])[N:20]([CH2:23][C:24]3[CH:29]=[CH:28][C:27]([F:30])=[CH:26][C:25]=3[O:31][CH3:32])[C:21]=1[CH:22]=2.CCN(C(C)C)C(C)C.N1CCCCC1, predict the reaction product. The product is: [F:30][C:27]1[CH:28]=[CH:29][C:24]([CH2:23][N:20]2[C:21]3[CH:22]=[C:14]4[NH:13][C:12]([NH:11][C:5](=[O:6])[C:4]5[CH:8]=[CH:9][CH:10]=[C:2]([CH3:1])[CH:3]=5)=[N:36][C:15]4=[CH:16][C:17]=3[C:18]([CH3:35])([CH3:34])[C:19]2=[O:33])=[C:25]([O:31][CH3:32])[CH:26]=1. (9) Given the reactants [O:1]1[C:5]2[CH:6]=[CH:7][C:8]([C:10]([NH:12][CH2:13][C:14]3[CH:15]=[C:16]([C:20]4[CH:25]=[CH:24][CH:23]=[C:22]([C:26]([OH:28])=O)[CH:21]=4)[CH:17]=[CH:18][CH:19]=3)=[O:11])=[CH:9][C:4]=2[O:3][CH2:2]1.[N:29]1(C(OC(C)(C)C)=O)[CH2:34][CH2:33][NH:32][CH2:31][CH2:30]1.CCN(C(C)C)C(C)C.C1CN([P+](ON2N=NC3C=CC=CC2=3)(N2CCCC2)N2CCCC2)CC1.F[P-](F)(F)(F)(F)F, predict the reaction product. The product is: [N:29]1([C:26]([C:22]2[CH:21]=[C:20]([C:16]3[CH:17]=[CH:18][CH:19]=[C:14]([CH2:13][NH:12][C:10]([C:8]4[CH:7]=[CH:6][C:5]5[O:1][CH2:2][O:3][C:4]=5[CH:9]=4)=[O:11])[CH:15]=3)[CH:25]=[CH:24][CH:23]=2)=[O:28])[CH2:34][CH2:33][NH:32][CH2:31][CH2:30]1. (10) Given the reactants [CH2:1]([O:3][C:4]([N:6]1[CH2:11][CH2:10][N:9]([C:12]([CH:14]([NH:24][C:25]([C:27]2[CH:36]=[C:35]([O:37][C:38]3([C:42]([O:44][CH2:45][CH3:46])=[O:43])[CH2:41][CH2:40][CH2:39]3)[C:34]3[C:29](=[CH:30][C:31]([CH3:47])=[CH:32][CH:33]=3)[N:28]=2)=[O:26])[CH2:15][CH2:16][C:17]([O:19]C(C)(C)C)=[O:18])=[O:13])[CH2:8][CH2:7]1)=[O:5])[CH3:2].[F:48][C:49]([F:54])([F:53])[C:50]([OH:52])=[O:51].C(Cl)Cl, predict the reaction product. The product is: [CH2:1]([O:3][C:4]([N:6]1[CH2:11][CH2:10][N:9]([C:12]([CH:14]([NH:24][C:25]([C:27]2[CH:36]=[C:35]([O:37][C:38]3([C:42]([O:44][CH2:45][CH3:46])=[O:43])[CH2:39][CH2:40][CH2:41]3)[C:34]3[C:29](=[CH:30][C:31]([CH3:47])=[CH:32][CH:33]=3)[N:28]=2)=[O:26])[CH2:15][CH2:16][C:17]([OH:19])=[O:18])=[O:13])[CH2:8][CH2:7]1)=[O:5])[CH3:2].[F:48][C:49]([F:54])([F:53])[C:50]([OH:52])=[O:51].